From a dataset of Full USPTO retrosynthesis dataset with 1.9M reactions from patents (1976-2016). Predict the reactants needed to synthesize the given product. Given the product [Cl:17][C:5]1[N:4]=[C:3]([C:2]([F:14])([F:13])[F:1])[N:11]=[C:10]2[C:6]=1[NH:7][CH:8]=[N:9]2, predict the reactants needed to synthesize it. The reactants are: [F:1][C:2]([F:14])([F:13])[C:3]1[NH:4][C:5](=O)[C:6]2[NH:7][CH:8]=[N:9][C:10]=2[N:11]=1.O=S(Cl)[Cl:17].CN(C=O)C.